Predict the product of the given reaction. From a dataset of Forward reaction prediction with 1.9M reactions from USPTO patents (1976-2016). (1) Given the reactants [N:1]1([C:6]([NH2:8])=[NH:7])[CH2:5][CH2:4][CH2:3][CH2:2]1.[Cl:9][C:10]1[CH:21]=[C:20]([Cl:22])[CH:19]=[CH:18][C:11]=1[CH:12]=[C:13]([C:16]#[N:17])[C:14]#[N:15], predict the reaction product. The product is: [NH2:17][CH2:16][C:13]1[C:14]([NH2:15])=[N:7][C:6]([N:1]2[CH2:5][CH2:4][CH2:3][CH2:2]2)=[N:8][C:12]=1[C:11]1[CH:18]=[CH:19][C:20]([Cl:22])=[CH:21][C:10]=1[Cl:9]. (2) Given the reactants [NH2:1][C:2]1[N:3]=[C:4]([Cl:42])[C:5]2[C:10]([CH3:11])=[CH:9][N:8]([C@@H:12]3[O:32][C@H:31]([CH2:33][O:34]CC4C=CC=CC=4)[C@@H:22]([O:23]CC4C=CC=CC=4)[C@@H:13]3[O:14]CC3C=CC=CC=3)[C:6]=2[N:7]=1.B(Cl)(Cl)Cl, predict the reaction product. The product is: [NH2:1][C:2]1[N:3]=[C:4]([Cl:42])[C:5]2[C:10]([CH3:11])=[CH:9][N:8]([C@@H:12]3[O:32][C@H:31]([CH2:33][OH:34])[C@@H:22]([OH:23])[C@@H:13]3[OH:14])[C:6]=2[N:7]=1.